The task is: Predict the reactants needed to synthesize the given product.. This data is from Full USPTO retrosynthesis dataset with 1.9M reactions from patents (1976-2016). (1) Given the product [C:1]([O:5][C:6]([N:8]1[CH2:9][CH2:10][C:11](=[O:14])[CH:12]([CH2:16][CH3:17])[CH2:13]1)=[O:7])([CH3:4])([CH3:2])[CH3:3], predict the reactants needed to synthesize it. The reactants are: [C:1]([O:5][C:6]([N:8]1[CH2:13][CH2:12][C:11](=[O:14])[CH2:10][CH2:9]1)=[O:7])([CH3:4])([CH3:3])[CH3:2].N1CC[CH2:17][CH2:16]1.C1(C)C=CC(S(O)(=O)=O)=CC=1.O. (2) Given the product [CH3:15][O:14][C:11]1[CH:12]=[CH:13][C:8]([C:5]2[O:6][CH:7]=[C:3]([CH2:2][N:16]3[CH:20]=[CH:19][N:18]=[N:17]3)[N:4]=2)=[CH:9][CH:10]=1, predict the reactants needed to synthesize it. The reactants are: Cl[CH2:2][C:3]1[N:4]=[C:5]([C:8]2[CH:13]=[CH:12][C:11]([O:14][CH3:15])=[CH:10][CH:9]=2)[O:6][CH:7]=1.[NH:16]1[CH:20]=[CH:19][N:18]=[N:17]1.[I-].[K+].[OH-].[Na+]. (3) The reactants are: C([NH:8][CH:9]1[CH2:14][CH2:13][C:12]([OH:18])([C:15]([OH:17])=[O:16])[CH2:11][CH2:10]1)C1C=CC=CC=1. Given the product [NH2:8][CH:9]1[CH2:14][CH2:13][C:12]([OH:18])([C:15]([OH:17])=[O:16])[CH2:11][CH2:10]1, predict the reactants needed to synthesize it. (4) Given the product [NH2:20][C:17]1[CH:18]=[CH:19][C:14]([CH2:13][CH2:12][N:11]([CH2:23][CH2:24][CH:25]([CH3:27])[CH3:26])[S:8]([C:5]2[CH:6]=[CH:7][C:2]([CH3:1])=[CH:3][CH:4]=2)(=[O:10])=[O:9])=[CH:15][CH:16]=1, predict the reactants needed to synthesize it. The reactants are: [CH3:1][C:2]1[CH:7]=[CH:6][C:5]([S:8]([N:11]([CH2:23][CH:24]=[C:25]([CH3:27])[CH3:26])[CH2:12][CH2:13][C:14]2[CH:19]=[CH:18][C:17]([N+:20]([O-])=O)=[CH:16][CH:15]=2)(=[O:10])=[O:9])=[CH:4][CH:3]=1.